This data is from Catalyst prediction with 721,799 reactions and 888 catalyst types from USPTO. The task is: Predict which catalyst facilitates the given reaction. (1) Reactant: [CH3:1][O:2][C:3](=[O:28])[C@@H:4]([NH:20][C:21]([O:23][C:24]([CH3:27])([CH3:26])[CH3:25])=[O:22])[CH2:5][C:6]1[CH:11]=[CH:10][C:9](OS(C(F)(F)F)(=O)=O)=[CH:8][CH:7]=1.[CH3:29][O:30][C:31]1[CH:32]=[C:33](OB(O)O)[CH:34]=[CH:35][CH:36]=1.C(=O)([O-])[O-].[K+].[K+]. Product: [CH3:1][O:2][C:3](=[O:28])[C@@H:4]([NH:20][C:21]([O:23][C:24]([CH3:27])([CH3:26])[CH3:25])=[O:22])[CH2:5][C:6]1[CH:11]=[CH:10][C:9]([C:35]2[CH:34]=[CH:33][CH:32]=[C:31]([O:30][CH3:29])[CH:36]=2)=[CH:8][CH:7]=1. The catalyst class is: 109. (2) Reactant: [CH2:1]([O:3][C:4]([N:6]1[C:15]2[C:10](=[N:11][C:12]([O:16][CH3:17])=[CH:13][CH:14]=2)[C@@H:9]([NH:18][C:19]2[N:24]=[C:23]([CH2:25][C:26]3[CH:31]=[C:30]([C:32]([F:35])([F:34])[F:33])[CH:29]=[C:28]([C:36]([F:39])([F:38])[F:37])[CH:27]=3)[C:22]([C:40](O)=[O:41])=[CH:21][N:20]=2)[CH2:8][C@H:7]1[CH2:43][CH3:44])=[O:5])[CH3:2].ClC(OCC)=O.C(N(CC)CC)C. Product: [CH2:1]([O:3][C:4]([N:6]1[C:15]2[C:10](=[N:11][C:12]([O:16][CH3:17])=[CH:13][CH:14]=2)[C@@H:9]([NH:18][C:19]2[N:24]=[C:23]([CH2:25][C:26]3[CH:27]=[C:28]([C:36]([F:39])([F:37])[F:38])[CH:29]=[C:30]([C:32]([F:33])([F:34])[F:35])[CH:31]=3)[C:22]([CH2:40][OH:41])=[CH:21][N:20]=2)[CH2:8][C@H:7]1[CH2:43][CH3:44])=[O:5])[CH3:2]. The catalyst class is: 7. (3) Reactant: [C:1]([NH:4][C:5]1[CH:10]=[CH:9][C:8]([S:11][C:12]2[N:21]=[C:20]([NH:22][C:23]3[NH:24][N:25]=[C:26]([CH3:28])[CH:27]=3)[C:19]3[C:14](=[CH:15][C:16]([N+:29]([O-])=[O:30])=[CH:17][CH:18]=3)[N:13]=2)=[CH:7][CH:6]=1)(=[O:3])[CH3:2].[H][H]. Product: [C:1]([NH:4][C:5]1[CH:6]=[CH:7][C:8]([S:11][C:12]2[N:21]=[C:20]([NH:22][C:23]3[NH:24][N:25]=[C:26]([CH3:28])[CH:27]=3)[C:19]3[C:14](=[CH:15][C:16]([NH:29][OH:30])=[CH:17][CH:18]=3)[N:13]=2)=[CH:9][CH:10]=1)(=[O:3])[CH3:2]. The catalyst class is: 19. (4) Reactant: [CH3:1][C:2]1[CH:7]=[CH:6][CH:5]=[CH:4][C:3]=1[N:8]1[C:12]([C:13]([O:15][CH3:16])=[O:14])=[CH:11][CH:10]=[N:9]1.[Br:17]N1C(=O)CCC1=O.CC(N=NC(C#N)(C)C)(C#N)C. Product: [Br:17][CH2:1][C:2]1[CH:7]=[CH:6][CH:5]=[CH:4][C:3]=1[N:8]1[C:12]([C:13]([O:15][CH3:16])=[O:14])=[CH:11][CH:10]=[N:9]1. The catalyst class is: 53. (5) The catalyst class is: 380. Product: [C:20]([C:3]1[CH:4]=[C:5]([CH:10]=[CH:11][C:2]=1[OH:1])[C:6]([O:8][CH3:9])=[O:7])#[N:21]. Reactant: [OH:1][C:2]1[CH:11]=[CH:10][C:5]([C:6]([O:8][CH3:9])=[O:7])=[CH:4][C:3]=1I.CC(=O)OCC.O.[CH3:20][N:21](C)C=O.